From a dataset of Forward reaction prediction with 1.9M reactions from USPTO patents (1976-2016). Predict the product of the given reaction. (1) Given the reactants [CH3:1][N:2]([CH3:10])[C:3]1[CH:8]=[CH:7][CH:6]=[CH:5][C:4]=1[CH3:9].C([Li])CCC.C(O[K:21])(C)(C)C, predict the reaction product. The product is: [CH3:1][N:2]([CH3:10])[C:3]1[CH:8]=[CH:7][CH:6]=[CH:5][C:4]=1[CH2:9][K:21]. (2) The product is: [NH3:1].[CH3:11][OH:12].[N:1]1[C:10]2[C:5](=[CH:6][CH:7]=[CH:8][CH:9]=2)[C:4]([C:11]([C:13]2[N:14]=[CH:15][N:16]([C:18]([C:31]3[CH:32]=[CH:33][CH:34]=[CH:35][CH:36]=3)([C:25]3[CH:26]=[CH:27][CH:28]=[CH:29][CH:30]=3)[C:19]3[CH:24]=[CH:23][CH:22]=[CH:21][CH:20]=3)[CH:17]=2)([OH:12])[CH3:37])=[CH:3][CH:2]=1. Given the reactants [N:1]1[C:10]2[C:5](=[CH:6][CH:7]=[CH:8][CH:9]=2)[C:4]([C:11]([C:13]2[N:14]=[CH:15][N:16]([C:18]([C:31]3[CH:36]=[CH:35][CH:34]=[CH:33][CH:32]=3)([C:25]3[CH:30]=[CH:29][CH:28]=[CH:27][CH:26]=3)[C:19]3[CH:24]=[CH:23][CH:22]=[CH:21][CH:20]=3)[CH:17]=2)=[O:12])=[CH:3][CH:2]=1.[CH3:37][Mg+].[Br-], predict the reaction product. (3) Given the reactants [Br].[Br:2][CH:3]([C:12]1[CH:17]=[CH:16][N:15]=[C:14]([S:18][CH3:19])[N:13]=1)[C:4]([C:6]1[CH:11]=[CH:10][CH:9]=[CH:8][CH:7]=1)=[O:5].CSC1N=C(CC(C2C=CC=CC=2)=O)C=CN=1.BrBr, predict the reaction product. The product is: [Br:2][CH:3]([C:12]1[CH:17]=[CH:16][N:15]=[C:14]([S:18][CH3:19])[N:13]=1)[C:4]([C:6]1[CH:7]=[CH:8][CH:9]=[CH:10][CH:11]=1)=[O:5]. (4) Given the reactants Cl.[CH2:2]([C:4]1[CH:5]=[C:6]([C@@H:10]([O:14][C:15]2[CH:16]=[C:17]3[C:21](=[CH:22][CH:23]=2)[N:20]([C:24]2[CH:29]=[CH:28][C:27]([F:30])=[CH:26][CH:25]=2)[N:19]=[CH:18]3)[C@@H:11]([NH2:13])[CH3:12])[CH:7]=[CH:8][CH:9]=1)[CH3:3].CN(C)C(N(C)C)=N.[F:39][C:40]([F:47])([F:46])[C:41](OCC)=[O:42], predict the reaction product. The product is: [CH2:2]([C:4]1[CH:5]=[C:6]([C@@H:10]([O:14][C:15]2[CH:16]=[C:17]3[C:21](=[CH:22][CH:23]=2)[N:20]([C:24]2[CH:25]=[CH:26][C:27]([F:30])=[CH:28][CH:29]=2)[N:19]=[CH:18]3)[C@@H:11]([NH:13][C:41](=[O:42])[C:40]([F:47])([F:46])[F:39])[CH3:12])[CH:7]=[CH:8][CH:9]=1)[CH3:3]. (5) Given the reactants Br[C:2]1[CH:7]=[CH:6][C:5]([S:8]([NH:11][C:12]2[CH:17]=[CH:16][C:15]([Cl:18])=[CH:14][C:13]=2[C:19]([C:21]2[CH:26]=[CH:25][N:24]=[CH:23][CH:22]=2)=[O:20])(=[O:10])=[O:9])=[CH:4][CH:3]=1.O.[O-]P([O-])([O-])=O.[K+].[K+].[K+].C1(P(C2C=CC=CC=2)C2C=CC3C(=CC=CC=3)C=2C2C3C(=CC=CC=3)C=CC=2P(C2C=CC=CC=2)C2C=CC=CC=2)C=CC=CC=1.C(OC([N:89]1[CH2:94][CH2:93][NH:92][CH2:91][CH2:90]1)=O)(C)(C)C, predict the reaction product. The product is: [Cl:18][C:15]1[CH:16]=[CH:17][C:12]([NH:11][S:8]([C:5]2[CH:6]=[CH:7][C:2]([N:89]3[CH2:94][CH2:93][NH:92][CH2:91][CH2:90]3)=[CH:3][CH:4]=2)(=[O:10])=[O:9])=[C:13]([C:19]([C:21]2[CH:26]=[CH:25][N:24]=[CH:23][CH:22]=2)=[O:20])[CH:14]=1. (6) Given the reactants [Br:1][C:2]1[CH:7]=[CH:6][C:5]([C:8](=O)[CH:9]=[C:10]([N:12](C)C)[CH3:11])=[CH:4][CH:3]=1.[NH2:16]N, predict the reaction product. The product is: [Br:1][C:2]1[CH:7]=[CH:6][C:5]([C:8]2[NH:16][N:12]=[C:10]([CH3:11])[CH:9]=2)=[CH:4][CH:3]=1. (7) Given the reactants [CH2:1]([NH:3][C:4]1[C:9]([N+:10]([O-])=O)=[CH:8][N:7]=[CH:6][C:5]=1[Br:13])[CH3:2].O.O.[Sn](Cl)[Cl:17].CCOC(C)=O.[OH-].[Na+], predict the reaction product. The product is: [Br:13][C:5]1[C:4]([NH:3][CH2:1][CH3:2])=[C:9]([NH2:10])[C:8]([Cl:17])=[N:7][CH:6]=1. (8) The product is: [C:41]([OH:48])(=[O:47])/[CH:42]=[CH:43]\[C:44]([OH:46])=[O:45].[CH2:1]([O:3][C:4]([C:6]1([N:19]([C:24]2[CH:29]=[CH:28][CH:27]=[C:26]([O:30][CH3:31])[CH:25]=2)[C:20](=[O:23])[CH2:21][CH3:22])[CH2:7][CH2:8][N:9]([CH2:12][C:13]2[CH:18]=[CH:17][CH:16]=[CH:15][CH:14]=2)[CH2:10][CH2:11]1)=[O:5])[CH3:2]. Given the reactants [CH2:1]([O:3][C:4]([C:6]1([N:19]([C:24]2[CH:29]=[CH:28][CH:27]=[C:26]([O:30][CH3:31])[CH:25]=2)[C:20](=[O:23])[CH2:21][CH3:22])[CH2:11][CH2:10][N:9]([CH2:12][C:13]2[CH:18]=[CH:17][CH:16]=[CH:15][CH:14]=2)[CH2:8][CH2:7]1)=[O:5])[CH3:2].COC1C=C(C=CC=1)N.[C:41]([OH:48])(=[O:47])/[CH:42]=[CH:43]\[C:44]([OH:46])=[O:45], predict the reaction product. (9) Given the reactants [F:1][C:2]1([F:21])[CH:7]([O:8][C:9]2[C:14]([C:15]3[CH:20]=[CH:19][N:18]=[CH:17][CH:16]=3)=[N:13][CH:12]=[CH:11][N:10]=2)[CH2:6][CH2:5][NH:4][CH2:3]1.C(=O)([O-])[O-].[K+].[K+].Cl[CH2:29][C:30]([N:32]([CH3:34])[CH3:33])=[O:31].C(=O)([O-])O.[Na+], predict the reaction product. The product is: [F:21][C:2]1([F:1])[CH:7]([O:8][C:9]2[C:14]([C:15]3[CH:20]=[CH:19][N:18]=[CH:17][CH:16]=3)=[N:13][CH:12]=[CH:11][N:10]=2)[CH2:6][CH2:5][N:4]([CH2:29][C:30]([N:32]([CH3:34])[CH3:33])=[O:31])[CH2:3]1. (10) Given the reactants [NH2:1][CH2:2][CH:3]1[CH2:8][CH2:7][N:6]([C:9]([O:11][C:12]([CH3:15])([CH3:14])[CH3:13])=[O:10])[CH2:5][CH2:4]1.[CH:16]([N:19]=[C:20]=[S:21])([CH3:18])[CH3:17].C([O-])(O)=O.[Na+], predict the reaction product. The product is: [C:12]([O:11][C:9]([N:6]1[CH2:7][CH2:8][CH:3]([CH2:2][NH:1][C:20]([NH:19][CH:16]([CH3:18])[CH3:17])=[S:21])[CH2:4][CH2:5]1)=[O:10])([CH3:15])([CH3:14])[CH3:13].